Dataset: NCI-60 drug combinations with 297,098 pairs across 59 cell lines. Task: Regression. Given two drug SMILES strings and cell line genomic features, predict the synergy score measuring deviation from expected non-interaction effect. (1) Drug 1: CC12CCC(CC1=CCC3C2CCC4(C3CC=C4C5=CN=CC=C5)C)O. Drug 2: CC1CCC2CC(C(=CC=CC=CC(CC(C(=O)C(C(C(=CC(C(=O)CC(OC(=O)C3CCCCN3C(=O)C(=O)C1(O2)O)C(C)CC4CCC(C(C4)OC)O)C)C)O)OC)C)C)C)OC. Cell line: OVCAR-8. Synergy scores: CSS=29.1, Synergy_ZIP=-1.23, Synergy_Bliss=5.22, Synergy_Loewe=1.19, Synergy_HSA=5.99. (2) Drug 1: CC1=C(C(=CC=C1)Cl)NC(=O)C2=CN=C(S2)NC3=CC(=NC(=N3)C)N4CCN(CC4)CCO. Drug 2: CCN(CC)CCCC(C)NC1=C2C=C(C=CC2=NC3=C1C=CC(=C3)Cl)OC. Cell line: UO-31. Synergy scores: CSS=14.4, Synergy_ZIP=-11.0, Synergy_Bliss=-1.94, Synergy_Loewe=-7.27, Synergy_HSA=-2.27. (3) Drug 1: COC1=C(C=C2C(=C1)N=CN=C2NC3=CC(=C(C=C3)F)Cl)OCCCN4CCOCC4. Drug 2: C1=CC(=C2C(=C1NCCNCCO)C(=O)C3=C(C=CC(=C3C2=O)O)O)NCCNCCO. Cell line: OVCAR-8. Synergy scores: CSS=66.9, Synergy_ZIP=7.03, Synergy_Bliss=3.73, Synergy_Loewe=6.90, Synergy_HSA=9.45. (4) Drug 1: C1=CN(C(=O)N=C1N)C2C(C(C(O2)CO)O)O.Cl. Drug 2: CCCCC(=O)OCC(=O)C1(CC(C2=C(C1)C(=C3C(=C2O)C(=O)C4=C(C3=O)C=CC=C4OC)O)OC5CC(C(C(O5)C)O)NC(=O)C(F)(F)F)O. Cell line: UACC-257. Synergy scores: CSS=67.7, Synergy_ZIP=-3.31, Synergy_Bliss=-2.92, Synergy_Loewe=-3.24, Synergy_HSA=-1.70. (5) Drug 1: C1CC(=O)NC(=O)C1N2C(=O)C3=CC=CC=C3C2=O. Drug 2: CC1CCCC2(C(O2)CC(NC(=O)CC(C(C(=O)C(C1O)C)(C)C)O)C(=CC3=CSC(=N3)C)C)C. Cell line: K-562. Synergy scores: CSS=44.7, Synergy_ZIP=1.02, Synergy_Bliss=-2.02, Synergy_Loewe=-35.0, Synergy_HSA=-4.13. (6) Drug 1: CC1=C2C(C(=O)C3(C(CC4C(C3C(C(C2(C)C)(CC1OC(=O)C(C(C5=CC=CC=C5)NC(=O)OC(C)(C)C)O)O)OC(=O)C6=CC=CC=C6)(CO4)OC(=O)C)OC)C)OC. Drug 2: C1=CN(C=N1)CC(O)(P(=O)(O)O)P(=O)(O)O. Cell line: SK-MEL-5. Synergy scores: CSS=44.0, Synergy_ZIP=2.80, Synergy_Bliss=3.70, Synergy_Loewe=-3.81, Synergy_HSA=4.07. (7) Drug 1: C1=CC=C(C(=C1)C(C2=CC=C(C=C2)Cl)C(Cl)Cl)Cl. Drug 2: C(CC(=O)O)C(=O)CN.Cl. Cell line: MDA-MB-435. Synergy scores: CSS=2.57, Synergy_ZIP=1.89, Synergy_Bliss=4.77, Synergy_Loewe=0.586, Synergy_HSA=0.728.